This data is from Forward reaction prediction with 1.9M reactions from USPTO patents (1976-2016). The task is: Predict the product of the given reaction. (1) Given the reactants [Br:1][C:2]1[CH:3]=[C:4]2[C:12](=[CH:13][CH:14]=1)[NH:11][C:10]1[CH:9]=[C:8]3[C:15]([CH3:23])([CH3:22])[C:16]4[C:21]([C:7]3=[CH:6][C:5]2=1)=[CH:20][CH:19]=[CH:18][CH:17]=4.[CH3:24][C:25]([O:28][C:29](O[C:29]([O:28][C:25]([CH3:27])([CH3:26])[CH3:24])=[O:30])=[O:30])([CH3:27])[CH3:26], predict the reaction product. The product is: [Br:1][C:2]1[CH:3]=[C:4]2[C:12](=[CH:13][CH:14]=1)[N:11]([C:29]([O:28][C:25]([CH3:27])([CH3:26])[CH3:24])=[O:30])[C:10]1[CH:9]=[C:8]3[C:15]([CH3:23])([CH3:22])[C:16]4[C:21]([C:7]3=[CH:6][C:5]2=1)=[CH:20][CH:19]=[CH:18][CH:17]=4. (2) Given the reactants [CH2:1]([O:3][C:4]([N:6]1[CH:15]2[CH:10]([C:11](=[O:16])[CH2:12][CH2:13][CH2:14]2)[CH2:9][CH2:8][CH2:7]1)=[O:5])[CH3:2].[Li+].[C-:18]#[C:19][C:20]1[CH:25]=[CH:24][CH:23]=[CH:22][CH:21]=1, predict the reaction product. The product is: [CH2:1]([O:3][C:4]([N:6]1[CH:15]2[CH:10]([C:11]([OH:16])([C:18]#[C:19][C:20]3[CH:25]=[CH:24][CH:23]=[CH:22][CH:21]=3)[CH2:12][CH2:13][CH2:14]2)[CH2:9][CH2:8][CH2:7]1)=[O:5])[CH3:2]. (3) The product is: [Cl:24][C:21]1[CH:20]=[CH:19][C:18]([C:12]2[C:11]3[CH2:10][CH2:9][NH:8][CH2:17][CH2:16][C:15]=3[N:14]([CH2:31][C:30]3[CH:33]=[CH:34][CH:35]=[C:28]([N+:25]([O-:27])=[O:26])[CH:29]=3)[N:13]=2)=[CH:23][CH:22]=1. Given the reactants C(OC([N:8]1[CH2:17][CH2:16][C:15]2[NH:14][N:13]=[C:12]([C:18]3[CH:23]=[CH:22][C:21]([Cl:24])=[CH:20][CH:19]=3)[C:11]=2[CH2:10][CH2:9]1)=O)(C)(C)C.[N+:25]([C:28]1[CH:29]=[C:30]([CH:33]=[CH:34][CH:35]=1)[CH2:31]Br)([O-:27])=[O:26].C([O-])([O-])=O.[Cs+].[Cs+], predict the reaction product.